Predict the reactants needed to synthesize the given product. From a dataset of Full USPTO retrosynthesis dataset with 1.9M reactions from patents (1976-2016). (1) Given the product [CH3:26][CH:24]([N:17]1[C:18]2[C:19](=[N:20][CH:21]=[CH:22][CH:23]=2)[C:15]([C:12]2[N:13]=[CH:14][C:9]([OH:8])=[CH:10][CH:11]=2)=[N:16]1)[CH3:25], predict the reactants needed to synthesize it. The reactants are: C([O:8][C:9]1[CH:10]=[CH:11][C:12]([C:15]2[C:19]3=[N:20][CH:21]=[CH:22][CH:23]=[C:18]3[N:17]([CH:24]([CH3:26])[CH3:25])[N:16]=2)=[N:13][CH:14]=1)C1C=CC=CC=1. (2) Given the product [CH2:11]([O:10][C:8](=[O:9])[CH:7]([N:1]1[CH2:6][CH2:5][CH2:4][CH2:3][CH2:2]1)[CH2:14][C:13]#[N:16])[CH3:12], predict the reactants needed to synthesize it. The reactants are: [N:1]1([CH2:7][C:8]([O:10][CH2:11][CH3:12])=[O:9])[CH2:6][CH2:5][CH2:4][CH2:3][CH2:2]1.[CH:13]([N-:16]C(C)C)(C)[CH3:14].[Li+].CCCCCCC.C1COCC1.C(C1C=CC=CC=1)C.BrCC#N. (3) Given the product [NH:18]1[C:19]2[C:15](=[CH:14][CH:13]=[C:12]([NH:11][C:4]3[N:3]=[C:2]([NH:32][CH:29]4[CH2:30][CH2:31][N:26]([S:23]([CH3:22])(=[O:25])=[O:24])[CH2:27][CH2:28]4)[N:7]=[C:6]([CH2:8][CH2:9][CH3:10])[N:5]=3)[CH:20]=2)[CH:16]=[N:17]1, predict the reactants needed to synthesize it. The reactants are: Cl[C:2]1[N:7]=[C:6]([CH2:8][CH2:9][CH3:10])[N:5]=[C:4]([NH:11][C:12]2[CH:20]=[C:19]3[C:15]([CH:16]=[N:17][NH:18]3)=[CH:14][CH:13]=2)[N:3]=1.Cl.[CH3:22][S:23]([N:26]1[CH2:31][CH2:30][CH:29]([NH2:32])[CH2:28][CH2:27]1)(=[O:25])=[O:24].C(N(CC)CC)C. (4) Given the product [Cl:16][C:17]1[CH:22]=[C:21]([C:23]([F:26])([F:25])[F:24])[CH:20]=[CH:19][C:18]=1[S:27]([N:9]1[CH2:8][CH2:7][C:6]2([C:4](=[O:5])[N:38]([C:37]3[CH:39]=[CH:40][C:34]([O:33][C:32]([F:31])([F:41])[F:42])=[CH:35][CH:36]=3)[CH2:13][CH2:12]2)[CH2:11][CH2:10]1)(=[O:29])=[O:28], predict the reactants needed to synthesize it. The reactants are: C(O[C:4]([C:6]1([CH2:12][CH2:13]OC)[CH2:11][CH2:10][NH:9][CH2:8][CH2:7]1)=[O:5])C.[Cl:16][C:17]1[CH:22]=[C:21]([C:23]([F:26])([F:25])[F:24])[CH:20]=[CH:19][C:18]=1[S:27](Cl)(=[O:29])=[O:28].[F:31][C:32]([F:42])([F:41])[O:33][C:34]1[CH:40]=[CH:39][C:37]([NH2:38])=[CH:36][CH:35]=1. (5) Given the product [I:1][C:2]1[N:3]=[CH:4][N:5]([CH2:7][CH2:8][C:9]([NH2:12])([CH3:10])[CH3:11])[CH:6]=1, predict the reactants needed to synthesize it. The reactants are: [I:1][C:2]1[N:3]=[CH:4][N:5]([CH2:7][CH2:8][C:9]([NH:12]C(=O)OC(C)(C)C)([CH3:11])[CH3:10])[CH:6]=1.C(O)(C(F)(F)F)=O. (6) Given the product [N:1]1[C:10]2[C:5](=[CH:6][C:7]([NH:11][C:12]([NH:14][C:15]3[CH:16]=[CH:17][C:18]([O:19][C:20]4[CH:25]=[CH:24][N:23]=[C:22]([C:26]5[S:28][C:39](=[S:41])[NH:32][N:27]=5)[CH:21]=4)=[CH:29][CH:30]=3)=[O:13])=[CH:8][CH:9]=2)[CH:4]=[CH:3][CH:2]=1, predict the reactants needed to synthesize it. The reactants are: [N:1]1[C:10]2[C:5](=[CH:6][C:7]([NH:11][C:12]([NH:14][C:15]3[CH:30]=[CH:29][C:18]([O:19][C:20]4[CH:25]=[CH:24][N:23]=[C:22]([C:26](=[S:28])[NH2:27])[CH:21]=4)=[CH:17][CH:16]=3)=[O:13])=[CH:8][CH:9]=2)[CH:4]=[CH:3][CH:2]=1.O.[NH2:32]N.C(OCC)C.[C:39](=[S:41])=S.